This data is from Experimentally validated miRNA-target interactions with 360,000+ pairs, plus equal number of negative samples. The task is: Binary Classification. Given a miRNA mature sequence and a target amino acid sequence, predict their likelihood of interaction. (1) The miRNA is hsa-miR-26b-5p with sequence UUCAAGUAAUUCAGGAUAGGU. The protein sequence of the target gene is MGDKGTRVFKKASPNGKLTVYLGKRDFVDHIDLVDPVDGVVLVDPEYLKERRVYVTLTCAFRYGREDLDVLGLTFRKDLFVANVQSFPPAPEDKKPLTRLQERLIKKLGEHAYPFTFEIPPNLPCSVTLQPGPEDTGKACGVDYEVKAFCAENLEEKIHKRNSVRLVIRKVQYAPERPGPQPTAETTRQFLMSDKPLHLEASLDKEIYYHGEPISVNVHVTNNTNKTVKKIKISVRQYADICLFNTAQYKCPVAMEEADDTVAPSSTFCKVYTLTPFLANNREKRGLALDGKLKHEDTNL.... Result: 1 (interaction). (2) The miRNA is hsa-miR-6874-3p with sequence CAGUUCUGCUGUUCUGACUCUAG. The protein sequence of the target gene is MEEGFRDRAAFIRGAKDIAKEVKKHAAKKVVKGLDRVQDEYSRRSYSRFEEEDDDDDFPAPSDGYYRGEGTQDEEEGGASSDATEGHDEDDEIYEGEYQGIPRAESGGKGERMADGAPLAGVRGGLSDGEGPPGGRGEAQRRKEREELAQQYEAILRECGHGRFQWTLYFVLGLALMADGVEVFVVGFVLPSAEKDMCLSDSNKGMLGLIVYLGMMVGAFLWGGLADRLGRRQCLLISLSVNSVFAFFSSFVQGYGTFLFCRLLSGVGIGGSIPIVFSYFSEFLAQEKRGEHLSWLCMFW.... Result: 0 (no interaction). (3) The miRNA is hsa-miR-4328 with sequence CCAGUUUUCCCAGGAUU. The protein sequence of the target gene is MRAVPLPAPLLPLLLLALLAAPAARASRAESVSAPWPEPERESRPPPGPGPGNTTRFGSGAAGGSGSSSSNSSGDALVTRISILLRDLPTLKAAVIVAFAFTTLLIACLLLRVFRSGKRLKKTRKYDIITTPAERVEMAPLNEEDDEDEDSTVFDIKYR. Result: 1 (interaction).